This data is from Reaction yield outcomes from USPTO patents with 853,638 reactions. The task is: Predict the reaction yield, written as a fraction of the theoretical maximum amount of product (1.0 means a 100% yield; for example, 0.34 means a 34% yield). (1) The reactants are C1(P(C2CCCCC2)C2CCCCC2)CCCCC1.Br[C:21]1[CH:29]=[CH:28][C:27]([N+:30]([O-:32])=[O:31])=[C:26]2[C:22]=1[CH2:23][N:24]([CH3:34])[C:25]2=[O:33].[B:35]1([B:35]2[O:39][C:38]([CH3:41])([CH3:40])[C:37]([CH3:43])([CH3:42])[O:36]2)[O:39][C:38]([CH3:41])([CH3:40])[C:37]([CH3:43])([CH3:42])[O:36]1.CC([O-])=O.[K+]. The catalyst is C1C=CC(/C=C/C(/C=C/C2C=CC=CC=2)=O)=CC=1.C1C=CC(/C=C/C(/C=C/C2C=CC=CC=2)=O)=CC=1.C1C=CC(/C=C/C(/C=C/C2C=CC=CC=2)=O)=CC=1.[Pd].[Pd].O1CCOCC1. The product is [CH3:34][N:24]1[CH2:23][C:22]2[C:26](=[C:27]([N+:30]([O-:32])=[O:31])[CH:28]=[CH:29][C:21]=2[B:35]2[O:39][C:38]([CH3:41])([CH3:40])[C:37]([CH3:43])([CH3:42])[O:36]2)[C:25]1=[O:33]. The yield is 0.680. (2) The product is [C:13]([C:17]1[N:18]=[C:19]([O:10][C:3]2[C:4]([CH3:9])=[CH:5][C:6]([CH3:8])=[CH:7][C:2]=2[CH3:1])[C:20]([C:23]([OH:25])=[O:24])=[N:21][CH:22]=1)([CH3:16])([CH3:14])[CH3:15]. The reactants are [CH3:1][C:2]1[CH:7]=[C:6]([CH3:8])[CH:5]=[C:4]([CH3:9])[C:3]=1[OH:10].[H-].[Na+].[C:13]([C:17]1[N:18]=[C:19](Cl)[C:20]([C:23]([O:25]CC)=[O:24])=[N:21][CH:22]=1)([CH3:16])([CH3:15])[CH3:14].[OH-].[Na+].Cl. The yield is 0.470. The catalyst is CN(C)C=O.O1CCCC1.O.